This data is from Full USPTO retrosynthesis dataset with 1.9M reactions from patents (1976-2016). The task is: Predict the reactants needed to synthesize the given product. (1) Given the product [CH2:1]([O:3][C:4]([CH:6]([O:13][C:14](=[O:25])[C:15]1[C:20]([O:21][CH3:22])=[C:19]([Cl:23])[CH:18]=[CH:17][C:16]=1[Cl:24])[O:7][C:8]([Cl:47])=[O:9])=[O:5])[CH3:2], predict the reactants needed to synthesize it. The reactants are: [CH2:1]([O:3][C:4]([CH:6]([O:13][C:14](=[O:25])[C:15]1[C:20]([O:21][CH3:22])=[C:19]([Cl:23])[CH:18]=[CH:17][C:16]=1[Cl:24])[O:7][C:8](SCC)=[O:9])=[O:5])[CH3:2].C(OC(C(OC(=O)C(C)C)OC(SCC)=O)=O)C.S(Cl)([Cl:47])(=O)=O. (2) Given the product [CH3:32][C:33]1[CH:39]=[CH:38][C:37]([CH3:40])=[CH:36][C:34]=1[NH:35][C:2]1[N:7]2[N:8]=[CH:9][C:10]([C:11]([O:13][CH2:14][CH3:15])=[O:12])=[C:6]2[N:5]=[CH:4][C:3]=1[C:16]([N:18]1[CH2:23][CH2:22][C:21]2([C:27]3[CH:28]=[CH:29][CH:30]=[CH:31][C:26]=3[O:25][CH2:24]2)[CH2:20][CH2:19]1)=[O:17], predict the reactants needed to synthesize it. The reactants are: Cl[C:2]1[N:7]2[N:8]=[CH:9][C:10]([C:11]([O:13][CH2:14][CH3:15])=[O:12])=[C:6]2[N:5]=[CH:4][C:3]=1[C:16]([N:18]1[CH2:23][CH2:22][C:21]2([C:27]3[CH:28]=[CH:29][CH:30]=[CH:31][C:26]=3[O:25][CH2:24]2)[CH2:20][CH2:19]1)=[O:17].[CH3:32][C:33]1[CH:39]=[CH:38][C:37]([CH3:40])=[CH:36][C:34]=1[NH2:35]. (3) Given the product [CH3:17][O:16][C:13]1[C:12]2[O:11][C:10]([CH:9]=[CH:8][C:7]=2[CH:6]=[C:5]2[CH:3]=[CH:2][O:15][C:14]=12)=[O:18], predict the reactants needed to synthesize it. The reactants are: Cl[CH2:2][C:3]([C:5]1[CH:6]=[C:7]2[C:12](=[C:13]([O:16][CH3:17])[C:14]=1[OH:15])[O:11][C:10](=[O:18])[CH:9]=[CH:8]2)=O.C(=O)([O-])[O-].[Na+].[Na+].[BH4-].[Na+]. (4) Given the product [OH:32][CH2:33][C:9]1[CH:8]=[CH:7][C:6]([O:5][CH2:3][C:2]([OH:1])=[O:27])=[CH:11][CH:10]=1, predict the reactants needed to synthesize it. The reactants are: [OH:1][C:2](C1SC=CC=1)(C1SC=CC=1)[C:3]([O:5][C@H:6]1[CH2:11][CH2:10][C@H:9](N(CCN)C)[CH2:8][CH2:7]1)=O.[OH-:27].[Li+].C1[CH2:33][O:32]CC1. (5) Given the product [CH:28]1[C:37]2[C:32](=[CH:33][CH:34]=[CH:35][CH:36]=2)[CH:31]=[CH:30][C:29]=1[CH:38]=[CH:8][C:9]([O:11][C:12]([CH3:15])([CH3:14])[CH3:13])=[O:10], predict the reactants needed to synthesize it. The reactants are: C1(P(C2C=CC=CC=2)(C2C=CC=CC=2)=[CH:8][C:9]([O:11][C:12]([CH3:15])([CH3:14])[CH3:13])=[O:10])C=CC=CC=1.[CH:28]1[C:37]2[C:32](=[CH:33][CH:34]=[CH:35][CH:36]=2)[CH:31]=[CH:30][C:29]=1[CH:38]=O. (6) Given the product [CH:26]1([CH2:29][N:5]([CH2:6][C:7]2[CH:8]=[CH:9][C:10]3[O:16][C:15]4[CH:17]=[CH:18][C:19]([C:21]([NH2:23])=[O:22])=[CH:20][C:14]=4[CH2:13][CH2:12][C:11]=3[CH:24]=2)[CH2:4][CH2:3][CH:2]([CH3:25])[CH3:1])[CH2:28][CH2:27]1, predict the reactants needed to synthesize it. The reactants are: [CH3:1][CH:2]([CH3:25])[CH2:3][CH2:4][NH:5][CH2:6][C:7]1[CH:8]=[CH:9][C:10]2[O:16][C:15]3[CH:17]=[CH:18][C:19]([C:21]([NH2:23])=[O:22])=[CH:20][C:14]=3[CH2:13][CH2:12][C:11]=2[CH:24]=1.[CH:26]1([CH:29]=O)[CH2:28][CH2:27]1.[BH3-]C#N.[Na+].